This data is from Full USPTO retrosynthesis dataset with 1.9M reactions from patents (1976-2016). The task is: Predict the reactants needed to synthesize the given product. (1) Given the product [Cl:26][C:27]1[CH:34]=[C:33]([N:35]2[CH:6]([C:5]3[CH:23]=[CH:24][C:2]([F:1])=[CH:3][CH:4]=3)[CH:7]3[C:8]([C:9]4[CH:10]=[CH:11][C:12]([C:17]([O:19][CH2:20][CH3:21])=[O:18])=[CH:13][C:14]=4[CH2:15][CH2:16]3)=[N:36]2)[CH:32]=[CH:31][C:28]=1[C:29]#[N:30], predict the reactants needed to synthesize it. The reactants are: [F:1][C:2]1[CH:24]=[CH:23][C:5]([CH:6]=[C:7]2[CH2:16][CH2:15][C:14]3[CH:13]=[C:12]([C:17]([O:19][CH2:20][CH3:21])=[O:18])[CH:11]=[CH:10][C:9]=3[C:8]2=O)=[CH:4][CH:3]=1.Cl.[Cl:26][C:27]1[CH:34]=[C:33]([NH:35][NH2:36])[CH:32]=[CH:31][C:28]=1[C:29]#[N:30]. (2) Given the product [C:1]([O:5][C:6](=[O:22])[NH:7][C:8]1[CH:13]=[C:12]([N:14]([CH2:16][CH:17]([CH3:18])[CH3:19])[CH3:15])[C:11]([Cl:20])=[CH:10][C:9]=1[NH:21][C:28](=[O:27])[CH2:29][C:30](=[O:42])[C:31]1[CH:36]=[CH:35][CH:34]=[C:33]([N:37]2[CH:41]=[N:40][CH:39]=[N:38]2)[CH:32]=1)([CH3:3])([CH3:2])[CH3:4], predict the reactants needed to synthesize it. The reactants are: [C:1]([O:5][C:6](=[O:22])[NH:7][C:8]1[CH:13]=[C:12]([N:14]([CH2:16][CH:17]([CH3:19])[CH3:18])[CH3:15])[C:11]([Cl:20])=[CH:10][C:9]=1[NH2:21])([CH3:4])([CH3:3])[CH3:2].C([O:27][C:28](=O)[CH2:29][C:30](=[O:42])[C:31]1[CH:36]=[CH:35][CH:34]=[C:33]([N:37]2[CH:41]=[N:40][CH:39]=[N:38]2)[CH:32]=1)(C)(C)C. (3) Given the product [NH2:19][C:5]1([C:14]([F:18])([F:17])[CH2:15][OH:16])[C:6]2([CH2:8][CH2:7]2)[CH2:9][O:10][C:11]2[C:4]1=[CH:3][C:2]([Br:1])=[CH:13][CH:12]=2, predict the reactants needed to synthesize it. The reactants are: [Br:1][C:2]1[CH:3]=[C:4]2[C:11](=[CH:12][CH:13]=1)[O:10][CH2:9][C:6]1([CH2:8][CH2:7]1)[C:5]2([NH:19]S(C(C)(C)C)=O)[C:14]([F:18])([F:17])[CH2:15][OH:16].Cl.O1CCOCC1.C([O-])(O)=O.[Na+].O. (4) Given the product [F:29][C:30]1[CH:35]=[C:34]([F:36])[CH:33]=[CH:32][C:31]=1[C:8]1[C:7]([N:3]2[CH2:4][CH2:5][CH2:6][C@@H:2]2[CH3:1])=[N:16][C:15]2[C:10](=[CH:11][CH:12]=[C:13]([C:17]([O:19][CH3:20])=[O:18])[CH:14]=2)[N:9]=1, predict the reactants needed to synthesize it. The reactants are: [CH3:1][C@H:2]1[CH2:6][CH2:5][CH2:4][N:3]1[C:7]1[C:8](OS(C(F)(F)F)(=O)=O)=[N:9][C:10]2[C:15]([N:16]=1)=[CH:14][C:13]([C:17]([O:19][CH3:20])=[O:18])=[CH:12][CH:11]=2.[F:29][C:30]1[CH:35]=[C:34]([F:36])[CH:33]=[CH:32][C:31]=1B(O)O.[O-]P([O-])([O-])=O.[K+].[K+].[K+].